Dataset: Forward reaction prediction with 1.9M reactions from USPTO patents (1976-2016). Task: Predict the product of the given reaction. (1) Given the reactants [OH:1][C:2]1[CH:3]=[CH:4][C:5]([N:8]2[CH:12]=[CH:11][C:10]([CH:13]([C:15]3[CH:32]=[CH:31][C:18]4[N:19]([CH2:23][O:24][CH2:25][CH2:26][Si:27]([CH3:30])([CH3:29])[CH3:28])[C:20](=[O:22])[S:21][C:17]=4[CH:16]=3)[CH3:14])=[N:9]2)=[N:6][CH:7]=1.[CH3:33][C:34]([CH3:41])([CH2:39]O)[C:35]([O:37][CH3:38])=[O:36].C1(P(C2C=CC=CC=2)C2C=CC=CC=2)C=CC=CC=1.N(C(OC(C)C)=O)=NC(OC(C)C)=O, predict the reaction product. The product is: [CH3:33][C:34]([CH3:41])([CH2:39][O:1][C:2]1[CH:7]=[N:6][C:5]([N:8]2[CH:12]=[CH:11][C:10]([CH:13]([C:15]3[CH:32]=[CH:31][C:18]4[N:19]([CH2:23][O:24][CH2:25][CH2:26][Si:27]([CH3:30])([CH3:29])[CH3:28])[C:20](=[O:22])[S:21][C:17]=4[CH:16]=3)[CH3:14])=[N:9]2)=[CH:4][CH:3]=1)[C:35]([O:37][CH3:38])=[O:36]. (2) Given the reactants [CH3:1][S:2]([C:5]1[CH:6]=[C:7]([C:11]2[N:19]3[C:14]([CH:15]=[N:16][C:17](O)=[N:18]3)=[CH:13][CH:12]=2)[CH:8]=[CH:9][CH:10]=1)(=[O:4])=[O:3].[N:21]1[CH:26]=[CH:25][CH:24]=[C:23]([C:27]2[CH:32]=[CH:31][C:30]([NH2:33])=[CH:29][CH:28]=2)[CH:22]=1, predict the reaction product. The product is: [CH3:1][S:2]([C:5]1[CH:6]=[C:7]([C:11]2[N:19]3[C:14]([CH:15]=[N:16][C:17]([NH:33][C:30]4[CH:29]=[CH:28][C:27]([C:23]5[CH:22]=[N:21][CH:26]=[CH:25][CH:24]=5)=[CH:32][CH:31]=4)=[N:18]3)=[CH:13][CH:12]=2)[CH:8]=[CH:9][CH:10]=1)(=[O:4])=[O:3]. (3) Given the reactants [Li]CCCC.Br[C:7]1[CH:8]=[N:9][N:10]([C:12]([C:25]2[CH:30]=[CH:29][CH:28]=[CH:27][CH:26]=2)([C:19]2[CH:24]=[CH:23][CH:22]=[CH:21][CH:20]=2)[C:13]2[CH:18]=[CH:17][CH:16]=[CH:15][CH:14]=2)[CH:11]=1.[C:31]([C:34]1[CH:43]=[CH:42][C:37]([C:38]([O:40][CH3:41])=[O:39])=[CH:36][CH:35]=1)(=[O:33])[CH3:32], predict the reaction product. The product is: [OH:33][C:31]([C:34]1[CH:43]=[CH:42][C:37]([C:38]([O:40][CH3:41])=[O:39])=[CH:36][CH:35]=1)([C:7]1[CH:8]=[N:9][N:10]([C:12]([C:25]2[CH:30]=[CH:29][CH:28]=[CH:27][CH:26]=2)([C:19]2[CH:24]=[CH:23][CH:22]=[CH:21][CH:20]=2)[C:13]2[CH:18]=[CH:17][CH:16]=[CH:15][CH:14]=2)[CH:11]=1)[CH3:32]. (4) Given the reactants [CH3:1][N:2]1[C:6]2=[CH:7][CH:8]=[C:9]3[C:14]([N:13]=[C:12](Cl)[N:11]=[C:10]3[N:16]3[CH2:21][CH2:20][O:19][CH2:18][CH2:17]3)=[C:5]2[CH:4]=[CH:3]1.C([O-])([O-])=O.[Na+].[Na+], predict the reaction product. The product is: [NH:2]1[C:6]2[C:5](=[C:14]([C:12]3[N:11]=[C:10]([N:16]4[CH2:21][CH2:20][O:19][CH2:18][CH2:17]4)[C:9]4[C:14](=[C:5]5[CH:4]=[CH:3][N:2]([CH3:1])[C:6]5=[CH:7][CH:8]=4)[N:13]=3)[CH:9]=[CH:8][CH:7]=2)[CH:4]=[CH:3]1. (5) Given the reactants [Cr](O)(O)(=O)=O.[C:6]([O:9][C@H:10]1[CH2:27][CH2:26][C@@:25]2([CH:28]=[O:29])[C:12](=[CH:13][CH2:14][C@@H:15]3[C@@H:24]2[CH2:23][CH2:22][C@@:20]2([CH3:21])[C@H:16]3[CH2:17][CH2:18][C@@H:19]2[O:30][C:31](=[O:33])[CH3:32])[CH2:11]1)(=[O:8])[CH3:7].C[C:35](C)=[O:36], predict the reaction product. The product is: [C:6]([O:9][C@H:10]1[CH2:27][CH2:26][C@@:25]2([C:28]([O:36][CH3:35])=[O:29])[C:12](=[CH:13][CH2:14][C@@H:15]3[C@@H:24]2[CH2:23][CH2:22][C@@:20]2([CH3:21])[C@H:16]3[CH2:17][CH2:18][C@@H:19]2[O:30][C:31](=[O:33])[CH3:32])[CH2:11]1)(=[O:8])[CH3:7]. (6) Given the reactants [F:1][C:2]1[CH:7]=[CH:6][C:5]([NH:8][CH2:9][CH2:10][N:11]2[C:15](=[O:16])[N:14]([C:17]3[S:18][C:19]([C:23]([NH:25][CH2:26][C:27]4[CH:28]=[N:29][CH:30]=[CH:31][CH:32]=4)=[O:24])=[C:20]([CH3:22])[N:21]=3)[CH:13]=[N:12]2)=[CH:4][CH:3]=1.[H-].[Na+].I[CH3:36], predict the reaction product. The product is: [F:1][C:2]1[CH:3]=[CH:4][C:5]([NH:8][CH2:9][CH2:10][N:11]2[C:15](=[O:16])[N:14]([C:17]3[S:18][C:19]([C:23]([N:25]([CH3:36])[CH2:26][C:27]4[CH:28]=[N:29][CH:30]=[CH:31][CH:32]=4)=[O:24])=[C:20]([CH3:22])[N:21]=3)[CH:13]=[N:12]2)=[CH:6][CH:7]=1.